From a dataset of Catalyst prediction with 721,799 reactions and 888 catalyst types from USPTO. Predict which catalyst facilitates the given reaction. (1) Product: [Cl:1][C:2]1[N:11]([CH2:12][O:13][CH2:14][CH2:15][Si:16]([CH3:19])([CH3:18])[CH3:17])[C:5]2[CH:6]=[N:7][NH:8][C:9](=[O:10])[C:4]=2[C:3]=1[C:21]1[CH:26]=[CH:25][CH:24]=[CH:23][CH:22]=1. The catalyst class is: 548. Reactant: [Cl:1][C:2]1[N:11]([CH2:12][O:13][CH2:14][CH2:15][Si:16]([CH3:19])([CH3:18])[CH3:17])[C:5]2[CH:6]=[N:7][NH:8][C:9](=[O:10])[C:4]=2[C:3]=1I.[C:21]1(B(O)O)[CH:26]=[CH:25][CH:24]=[CH:23][CH:22]=1.C(=O)([O-])[O-].[Na+].[Na+].[Cl-].[Na+]. (2) Reactant: [C:1]([O:5][C:6]([NH:8][C@H:9]([C:21](O)=[O:22])[CH2:10][C:11]1[CH:16]=[CH:15][C:14]([C:17]([F:20])([F:19])[F:18])=[CH:13][CH:12]=1)=[O:7])([CH3:4])([CH3:3])[CH3:2].O.ON1C2C=CC=CC=2N=N1.Cl.CN(C)CCCN=C=NCC.Cl.[N:48]([C@:51]1([C:68]([O:70][CH2:71][C:72](=[O:79])[C:73]2[CH:78]=[CH:77][CH:76]=[CH:75][CH:74]=2)=[O:69])[C@@H:55]([CH2:56][CH2:57][CH2:58][B:59]2[O:63][C:62]([CH3:65])([CH3:64])[C:61]([CH3:67])([CH3:66])[O:60]2)[CH2:54][NH:53][CH2:52]1)=[N+:49]=[N-:50].CCN(CC)CC. Product: [N:48]([C@:51]1([C:68]([O:70][CH2:71][C:72](=[O:79])[C:73]2[CH:74]=[CH:75][CH:76]=[CH:77][CH:78]=2)=[O:69])[C@@H:55]([CH2:56][CH2:57][CH2:58][B:59]2[O:60][C:61]([CH3:67])([CH3:66])[C:62]([CH3:65])([CH3:64])[O:63]2)[CH2:54][N:53]([C:21](=[O:22])[C@H:9]([CH2:10][C:11]2[CH:16]=[CH:15][C:14]([C:17]([F:18])([F:19])[F:20])=[CH:13][CH:12]=2)[NH:8][C:6]([O:5][C:1]([CH3:3])([CH3:4])[CH3:2])=[O:7])[CH2:52]1)=[N+:49]=[N-:50]. The catalyst class is: 59.